Predict the reactants needed to synthesize the given product. From a dataset of Full USPTO retrosynthesis dataset with 1.9M reactions from patents (1976-2016). Given the product [CH3:22][O:23][C:24](=[O:35])[CH2:25][C:26]1[CH:27]=[C:28]2[C:32](=[CH:33][CH:34]=1)[N:31]([C:4]1[C:5]3[CH2:21][CH2:20][CH2:19][C:6]=3[N:7]=[C:8]([C:10]3[CH:15]=[CH:14][C:13]([O:16][CH3:17])=[C:12]([Cl:18])[CH:11]=3)[N:9]=1)[CH2:30][CH2:29]2, predict the reactants needed to synthesize it. The reactants are: ClCl.Cl[C:4]1[C:5]2[CH2:21][CH2:20][CH2:19][C:6]=2[N:7]=[C:8]([C:10]2[CH:15]=[CH:14][C:13]([O:16][CH3:17])=[C:12]([Cl:18])[CH:11]=2)[N:9]=1.[CH3:22][O:23][C:24](=[O:35])[CH2:25][C:26]1[CH:27]=[C:28]2[C:32](=[CH:33][CH:34]=1)[NH:31][CH2:30][CH2:29]2.